Dataset: Serine/threonine kinase 33 screen with 319,792 compounds. Task: Binary Classification. Given a drug SMILES string, predict its activity (active/inactive) in a high-throughput screening assay against a specified biological target. The compound is Clc1c(C(=O)NC(=S)N2C3CC(CC(C3)(C)C)(C2)C)cccc1. The result is 0 (inactive).